Dataset: Full USPTO retrosynthesis dataset with 1.9M reactions from patents (1976-2016). Task: Predict the reactants needed to synthesize the given product. (1) Given the product [CH2:1]([O:8][C:9]1[CH:10]=[C:11]([CH2:17][CH:18]([NH:20][C:28](=[O:30])[CH3:29])[CH3:19])[CH:12]=[CH:13][C:14]=1[O:15][CH3:16])[C:2]1[CH:3]=[CH:4][CH:5]=[CH:6][CH:7]=1, predict the reactants needed to synthesize it. The reactants are: [CH2:1]([O:8][C:9]1[CH:10]=[C:11]([CH2:17][CH:18]([NH2:20])[CH3:19])[CH:12]=[CH:13][C:14]=1[O:15][CH3:16])[C:2]1[CH:7]=[CH:6][CH:5]=[CH:4][CH:3]=1.C(N(CC)CC)C.[C:28](OC(=O)C)(=[O:30])[CH3:29].O. (2) Given the product [Cl:1][C:2]1[CH:3]=[C:4]([N:14]([CH2:21][CH3:22])[CH:15]2[CH2:20][CH2:19][O:18][CH2:17][CH2:16]2)[C:5]([CH2:12][CH3:13])=[C:6]([CH:11]=1)[C:7]([OH:9])=[O:8], predict the reactants needed to synthesize it. The reactants are: [Cl:1][C:2]1[CH:3]=[C:4]([NH:14][CH:15]2[CH2:20][CH2:19][O:18][CH2:17][CH2:16]2)[C:5]([CH2:12][CH3:13])=[C:6]([CH:11]=1)[C:7]([O:9]C)=[O:8].[CH:21](=O)[CH3:22].C(O)(=O)C.C(O[BH-](OC(=O)C)OC(=O)C)(=O)C.[Na+].C([O-])(O)=O.[Na+]. (3) The reactants are: [CH3:1][C:2]1[C:3]([O:11][CH2:12][C:13]([F:16])([F:15])[F:14])=[N:4][CH:5]=[C:6]([CH:10]=1)[C:7](O)=[O:8].[H-].[Al+3].[Li+].[H-].[H-].[H-]. Given the product [CH3:1][C:2]1[CH:10]=[C:6]([CH2:7][OH:8])[CH:5]=[N:4][C:3]=1[O:11][CH2:12][C:13]([F:16])([F:14])[F:15], predict the reactants needed to synthesize it. (4) The reactants are: C1C(=O)N([Cl:8])C(=O)C1.[F:9][C:10]1[CH:11]=[C:12]([N:18]2[CH:22]=[CH:21][CH:20]=[N:19]2)[CH:13]=[CH:14][C:15]=1[O:16][CH3:17]. Given the product [Cl:8][C:21]1[CH:20]=[N:19][N:18]([C:12]2[CH:13]=[CH:14][C:15]([O:16][CH3:17])=[C:10]([F:9])[CH:11]=2)[CH:22]=1, predict the reactants needed to synthesize it. (5) Given the product [Cl:14][C:15]1[C:22]([Cl:23])=[CH:21][CH:20]=[CH:19][C:16]=1/[CH:17]=[CH:9]/[C:8]([C:5]1[CH:6]=[CH:7][C:2]([OH:1])=[C:3]([CH3:11])[CH:4]=1)=[O:10], predict the reactants needed to synthesize it. The reactants are: [OH:1][C:2]1[CH:7]=[CH:6][C:5]([C:8](=[O:10])[CH3:9])=[CH:4][C:3]=1[CH3:11].[OH-].[Na+].[Cl:14][C:15]1[C:22]([Cl:23])=[CH:21][CH:20]=[CH:19][C:16]=1[CH:17]=O.Cl. (6) Given the product [CH3:1][N:2]1[C:15](=[O:16])[C:10]2[C:11](=[C:6]([N+:3]([O-:5])=[O:4])[CH:7]=[CH:8][CH:9]=2)[N:12]=[C:13]1[C:17]1[CH:22]=[CH:21][CH:20]=[C:19]([C:23]([F:26])([F:25])[F:24])[CH:18]=1, predict the reactants needed to synthesize it. The reactants are: [CH3:1][NH2:2].[N+:3]([C:6]1[C:11]2[N:12]=[C:13]([C:17]3[CH:22]=[CH:21][CH:20]=[C:19]([C:23]([F:26])([F:25])[F:24])[CH:18]=3)O[C:15](=[O:16])[C:10]=2[CH:9]=[CH:8][CH:7]=1)([O-:5])=[O:4].